This data is from Full USPTO retrosynthesis dataset with 1.9M reactions from patents (1976-2016). The task is: Predict the reactants needed to synthesize the given product. (1) Given the product [CH2:1]([O:3][C:4]([CH:6]1[CH2:10][CH2:9][N:8]([CH3:27])[CH:7]1[C:11]1[CH:16]=[C:15]([CH3:17])[N:14]=[C:13]([N:18]2[CH:22]=[CH:21][N:20]=[CH:19]2)[N:12]=1)=[O:5])[CH3:2], predict the reactants needed to synthesize it. The reactants are: [CH2:1]([O:3][C:4]([CH:6]1[CH2:10][CH2:9][NH:8][CH:7]1[C:11]1[CH:16]=[C:15]([CH3:17])[N:14]=[C:13]([N:18]2[CH:22]=[CH:21][N:20]=[CH:19]2)[N:12]=1)=[O:5])[CH3:2].C=O.CO.[C:27](O[BH-](OC(=O)C)OC(=O)C)(=O)C.[Na+]. (2) Given the product [C:1]1([CH2:7][CH2:8][CH2:9][C:10]#[C:11][C:12]2[CH:13]=[C:14]([CH2:17][OH:18])[S:15][CH:16]=2)[CH:2]=[CH:3][CH:4]=[CH:5][CH:6]=1, predict the reactants needed to synthesize it. The reactants are: [C:1]1([CH2:7][CH2:8][CH2:9][C:10]#[C:11][C:12]2[CH:13]=[C:14]([CH:17]=[O:18])[S:15][CH:16]=2)[CH:6]=[CH:5][CH:4]=[CH:3][CH:2]=1.[BH4-].[Na+]. (3) Given the product [CH2:1]([O:3][C:4]([C:6]1[C:11]([NH:14][C:15]2[CH:16]=[N:17][N:18]([CH3:20])[CH:19]=2)=[CH:10][CH:9]=[C:8]([CH3:13])[N:7]=1)=[O:5])[CH3:2], predict the reactants needed to synthesize it. The reactants are: [CH2:1]([O:3][C:4]([C:6]1[C:11](Br)=[CH:10][CH:9]=[C:8]([CH3:13])[N:7]=1)=[O:5])[CH3:2].[NH2:14][C:15]1[CH:16]=[N:17][N:18]([CH3:20])[CH:19]=1. (4) Given the product [NH2:29][C:26]1[CH:25]=[CH:24][C:23]([C:10]2[N:9]=[C:8]([CH2:6][OH:5])[C:13]([O:14][CH2:15][CH3:16])=[C:12]([N:17]3[CH2:18][CH2:19][O:20][CH2:21][CH2:22]3)[N:11]=2)=[CH:28][CH:27]=1, predict the reactants needed to synthesize it. The reactants are: [BH4-].[Na+].C([O:5][C:6]([C:8]1[C:13]([O:14][CH2:15][CH3:16])=[C:12]([N:17]2[CH2:22][CH2:21][O:20][CH2:19][CH2:18]2)[N:11]=[C:10]([C:23]2[CH:28]=[CH:27][C:26]([NH2:29])=[CH:25][CH:24]=2)[N:9]=1)=O)C. (5) Given the product [CH3:1][O:2][C:3]([CH3:18])([CH3:17])[CH2:4][C@H:5]([NH:9][C:10](=[O:16])[O:11][C:12]([CH3:14])([CH3:13])[CH3:15])[CH2:6][N:7]([CH3:8])[C:25]([O:27][CH2:28][CH2:29][Si:30]([CH3:31])([CH3:32])[CH3:33])=[O:34], predict the reactants needed to synthesize it. The reactants are: [CH3:1][O:2][C:3]([CH3:18])([CH3:17])[CH2:4][C@H:5]([NH:9][C:10](=[O:16])[O:11][C:12]([CH3:15])([CH3:14])[CH3:13])[CH2:6][NH:7][CH3:8].C([O-])([O-])=O.[K+].[K+].[C:25]([O:34]N1C(=O)CCC1=O)([O:27][CH2:28][CH2:29][Si:30]([CH3:33])([CH3:32])[CH3:31])=O. (6) Given the product [CH3:44][N:42]([CH3:43])[CH2:41][CH2:40][C:39]([NH:38][C:35]1[CH:34]=[CH:33][C:32]([NH:31][C:23]([NH:1][C:2]2[CH:3]=[CH:4][C:5]3[O:9][CH2:8][C:7](=[O:10])[C:6]=3[CH:11]=2)=[O:29])=[CH:37][CH:36]=1)=[O:45], predict the reactants needed to synthesize it. The reactants are: [NH2:1][C:2]1[CH:3]=[CH:4][C:5]2[O:9][CH2:8][C:7](=[O:10])[C:6]=2[CH:11]=1.C(N(CC)CC)C.ClC(Cl)(O[C:23](=[O:29])OC(Cl)(Cl)Cl)Cl.[NH2:31][C:32]1[CH:37]=[CH:36][C:35]([NH:38][C:39](=[O:45])[CH2:40][CH2:41][N:42]([CH3:44])[CH3:43])=[CH:34][CH:33]=1.